Predict the reaction yield, written as a fraction of the theoretical maximum amount of product (1.0 means a 100% yield; for example, 0.34 means a 34% yield). From a dataset of Reaction yield outcomes from USPTO patents with 853,638 reactions. The reactants are [NH:1]1[C:5]2=[N:6][CH:7]=[CH:8][CH:9]=[C:4]2[C:3]([C:10]([O:12][CH3:13])=[O:11])=[N:2]1.C([O-])(=O)C.[Na+].[Br:19]Br.O. The catalyst is C(O)(=O)C. The product is [Br:19][C:8]1[CH:9]=[C:4]2[C:3]([C:10]([O:12][CH3:13])=[O:11])=[N:2][NH:1][C:5]2=[N:6][CH:7]=1. The yield is 0.300.